This data is from Peptide-MHC class I binding affinity with 185,985 pairs from IEDB/IMGT. The task is: Regression. Given a peptide amino acid sequence and an MHC pseudo amino acid sequence, predict their binding affinity value. This is MHC class I binding data. (1) The peptide sequence is LPTWLGAAI. The MHC is HLA-A11:01 with pseudo-sequence HLA-A11:01. The binding affinity (normalized) is 0.0847. (2) The MHC is HLA-A30:01 with pseudo-sequence HLA-A30:01. The binding affinity (normalized) is 0.213. The peptide sequence is MRMLWMANY. (3) The peptide sequence is VGNVHVKF. The MHC is Mamu-B52 with pseudo-sequence Mamu-B52. The binding affinity (normalized) is 0.702. (4) The peptide sequence is ELYPTVNTY. The MHC is HLA-A01:01 with pseudo-sequence HLA-A01:01. The binding affinity (normalized) is 0.0847. (5) The peptide sequence is THADVPVVL. The MHC is HLA-A31:01 with pseudo-sequence HLA-A31:01. The binding affinity (normalized) is 0.0847. (6) The peptide sequence is AQSDFMSWV. The MHC is HLA-B57:01 with pseudo-sequence HLA-B57:01. The binding affinity (normalized) is 0.0847.